Dataset: Reaction yield outcomes from USPTO patents with 853,638 reactions. Task: Predict the reaction yield, written as a fraction of the theoretical maximum amount of product (1.0 means a 100% yield; for example, 0.34 means a 34% yield). (1) The catalyst is CN(C)C=O. The product is [CH3:1][C:2]1([CH3:14])[C:6]([CH3:7])([CH3:8])[O:5][B:4]([C:9]2[CH:13]=[N:12][N:11]([CH2:22][CH2:23][OH:24])[CH:10]=2)[O:3]1. The reactants are [CH3:1][C:2]1([CH3:14])[C:6]([CH3:8])([CH3:7])[O:5][B:4]([C:9]2[CH:10]=[N:11][NH:12][CH:13]=2)[O:3]1.C(=O)([O-])[O-].[Cs+].[Cs+].Br[CH2:22][CH2:23][OH:24]. The yield is 0.630. (2) The reactants are [CH3:1][O:2][C:3]1[CH:8]=[CH:7][C:6]([CH2:9][CH2:10][NH:11][C:12](=[O:14])[CH3:13])=[CH:5][C:4]=1[N+:15]([O-])=O.[ClH:18]. The catalyst is C(O)C.[Pd]. The product is [ClH:18].[NH2:15][C:4]1[CH:5]=[C:6]([CH2:9][CH2:10][NH:11][C:12](=[O:14])[CH3:13])[CH:7]=[CH:8][C:3]=1[O:2][CH3:1]. The yield is 0.940.